From a dataset of Forward reaction prediction with 1.9M reactions from USPTO patents (1976-2016). Predict the product of the given reaction. (1) The product is: [N:15]1([C:2]2[CH:7]=[CH:6][C:5]([NH2:8])=[CH:4][C:3]=2[C:11]([F:14])([F:13])[F:12])[CH2:20][CH2:19][O:18][CH2:17][CH2:16]1. Given the reactants F[C:2]1[CH:7]=[CH:6][C:5]([N+:8]([O-])=O)=[CH:4][C:3]=1[C:11]([F:14])([F:13])[F:12].[NH:15]1[CH2:20][CH2:19][O:18][CH2:17][CH2:16]1, predict the reaction product. (2) The product is: [CH2:15]([O:1][C:2]1[CH:3]=[C:4]2[C:8](=[CH:9][CH:10]=1)[CH2:7][CH:6]([C:11]([O:13][CH3:14])=[O:12])[CH2:5]2)[C:16]1[CH:21]=[CH:20][CH:19]=[CH:18][CH:17]=1. Given the reactants [OH:1][C:2]1[CH:3]=[C:4]2[C:8](=[CH:9][CH:10]=1)[CH2:7][CH:6]([C:11]([O:13][CH3:14])=[O:12])[CH2:5]2.[CH2:15](O)[C:16]1[CH:21]=[CH:20][CH:19]=[CH:18][CH:17]=1.C1(P(C2C=CC=CC=2)C2C=CC=CC=2)C=CC=CC=1.N(C(OCC)=O)=NC(OCC)=O, predict the reaction product. (3) The product is: [Cl:25][C:21]1[CH:22]=[C:23]2[C:18](=[CH:19][C:20]=1[O:26][CH2:27][CH:28]1[CH2:29][C:30]([F:32])([F:33])[CH2:31]1)[NH:17][C:16](=[O:34])[C:15]([CH:13]([NH:12][C:2]1[CH:9]=[CH:8][C:5]([C:6]#[N:7])=[C:4]([CH3:10])[N:3]=1)[CH3:14])=[CH:24]2. Given the reactants F[C:2]1[CH:9]=[CH:8][C:5]([C:6]#[N:7])=[C:4]([CH3:10])[N:3]=1.Cl.[NH2:12][CH:13]([C:15]1[C:16](=[O:34])[NH:17][C:18]2[C:23]([CH:24]=1)=[CH:22][C:21]([Cl:25])=[C:20]([O:26][CH2:27][CH:28]1[CH2:31][C:30]([F:33])([F:32])[CH2:29]1)[CH:19]=2)[CH3:14].CS(C)=O.CCN(C(C)C)C(C)C, predict the reaction product. (4) Given the reactants [F:1][C:2]1[CH:29]=[CH:28][C:5]([O:6][C:7]2[CH:8]=[C:9]([NH:13][CH2:14][C:15]3[CH:20]=[CH:19][CH:18]=[C:17]([O:21][C:22]([F:27])([F:26])[CH:23]([F:25])[F:24])[CH:16]=3)[CH:10]=[CH:11][CH:12]=2)=[CH:4][CH:3]=1.[F:30][C:31]([F:36])([F:35])[CH:32]1[O:34][CH2:33]1, predict the reaction product. The product is: [F:1][C:2]1[CH:3]=[CH:4][C:5]([O:6][C:7]2[CH:8]=[C:9]([N:13]([CH2:14][C:15]3[CH:20]=[CH:19][CH:18]=[C:17]([O:21][C:22]([F:26])([F:27])[CH:23]([F:24])[F:25])[CH:16]=3)[CH2:33][CH:32]([OH:34])[C:31]([F:36])([F:35])[F:30])[CH:10]=[CH:11][CH:12]=2)=[CH:28][CH:29]=1. (5) Given the reactants C[O:2][C:3](=[O:37])[CH2:4][CH2:5][N:6]1[C:10]2=[N:11][CH:12]=[CH:13][CH:14]=[C:9]2[CH:8]=[C:7]1[CH2:15][N:16]([CH3:36])[N:17]([CH3:35])[C:18]([O:20][CH2:21][CH:22]1[C:34]2[CH:33]=[CH:32][CH:31]=[CH:30][C:29]=2[C:28]2[C:23]1=[CH:24][CH:25]=[CH:26][CH:27]=2)=[O:19].[Li+].[OH-].CC#N.O, predict the reaction product. The product is: [CH:24]1[C:23]2[CH:22]([CH2:21][O:20][C:18]([N:17]([CH3:35])[N:16]([CH2:15][C:7]3[N:6]([CH2:5][CH2:4][C:3]([OH:37])=[O:2])[C:10]4=[N:11][CH:12]=[CH:13][CH:14]=[C:9]4[CH:8]=3)[CH3:36])=[O:19])[C:34]3[C:29](=[CH:30][CH:31]=[CH:32][CH:33]=3)[C:28]=2[CH:27]=[CH:26][CH:25]=1. (6) Given the reactants [Cl:1][C:2]1[CH:3]=[C:4]([NH:9][C:10]2[C:19]3[C:14](=[CH:15][C:16]([O:22][CH3:23])=[C:17]([CH:20]=O)[CH:18]=3)[N:13]=[CH:12][N:11]=2)[CH:5]=[CH:6][C:7]=1[F:8].[NH:24]1[CH2:31][CH2:30][CH2:29][C@@H:25]1[C:26]([OH:28])=[O:27], predict the reaction product. The product is: [Cl:1][C:2]1[CH:3]=[C:4]([NH:9][C:10]2[C:19]3[C:14](=[CH:15][C:16]([O:22][CH3:23])=[C:17]([CH2:20][N:24]4[CH2:31][CH2:30][CH2:29][C@@H:25]4[C:26]([OH:28])=[O:27])[CH:18]=3)[N:13]=[CH:12][N:11]=2)[CH:5]=[CH:6][C:7]=1[F:8].